From a dataset of Reaction yield outcomes from USPTO patents with 853,638 reactions. Predict the reaction yield, written as a fraction of the theoretical maximum amount of product (1.0 means a 100% yield; for example, 0.34 means a 34% yield). The reactants are Br[C:2]1[CH:7]=[CH:6][CH:5]=[CH:4][N:3]=1.C([Li])CCC.[F:13][C:14]1([F:31])[CH2:17][C:16]([C:20]2[CH:25]=[CH:24][CH:23]=[C:22]([O:26][C:27]([F:30])([F:29])[F:28])[CH:21]=2)([CH:18]=[O:19])[CH2:15]1. The catalyst is C1COCC1. The product is [F:13][C:14]1([F:31])[CH2:15][C:16]([CH:18]([C:2]2[CH:7]=[CH:6][CH:5]=[CH:4][N:3]=2)[OH:19])([C:20]2[CH:25]=[CH:24][CH:23]=[C:22]([O:26][C:27]([F:29])([F:30])[F:28])[CH:21]=2)[CH2:17]1. The yield is 0.228.